From a dataset of Forward reaction prediction with 1.9M reactions from USPTO patents (1976-2016). Predict the product of the given reaction. (1) Given the reactants [NH:1]1[CH2:6][CH2:5][O:4][CH2:3][CH2:2]1.Cl[S:8]([C:11]1[CH:12]=[CH:13][C:14]([OH:21])=[C:15]([CH:20]=1)[C:16]([O:18][CH3:19])=[O:17])(=[O:10])=[O:9], predict the reaction product. The product is: [OH:21][C:14]1[CH:13]=[CH:12][C:11]([S:8]([N:1]2[CH2:6][CH2:5][O:4][CH2:3][CH2:2]2)(=[O:10])=[O:9])=[CH:20][C:15]=1[C:16]([O:18][CH3:19])=[O:17]. (2) Given the reactants [Br:1][C:2]1[CH:11]=[C:10]2[C:5]([CH:6]=[CH:7][N:8]=[C:9]2[OH:12])=[CH:4][CH:3]=1.Br[CH2:14][C:15]1[CH:16]=[C:17]([CH:22]=[CH:23][CH:24]=1)[C:18]([O:20][CH3:21])=[O:19].C(=O)([O-])[O-].[Cs+].[Cs+], predict the reaction product. The product is: [CH3:21][O:20][C:18](=[O:19])[C:17]1[CH:22]=[CH:23][CH:24]=[C:15]([CH2:14][N:8]2[CH:7]=[CH:6][C:5]3[C:10](=[CH:11][C:2]([Br:1])=[CH:3][CH:4]=3)[C:9]2=[O:12])[CH:16]=1. (3) Given the reactants [N+](C1C=CC(C([O:10][CH2:11][CH2:12][CH2:13][CH2:14][O:15][N+:16]([O-:18])=[O:17])=O)=CC=1)([O-])=O.[OH-].[Na+], predict the reaction product. The product is: [N+:16]([O-:18])([O:15][CH2:14][CH2:13][CH2:12][CH2:11][OH:10])=[O:17].